Dataset: Forward reaction prediction with 1.9M reactions from USPTO patents (1976-2016). Task: Predict the product of the given reaction. Given the reactants Cl[C:2]1[CH:3]=[CH:4][C:5]([N+:9]([O-:11])=[O:10])=[C:6]([CH:8]=1)[NH2:7].C(=O)([O-])[O-].[K+].[K+].[CH2:18]([N:20]([CH2:29][CH3:30])[CH2:21][CH2:22][N:23]1[CH2:28][CH2:27][NH:26][CH2:25][CH2:24]1)[CH3:19], predict the reaction product. The product is: [CH2:29]([N:20]([CH2:18][CH3:19])[CH2:21][CH2:22][N:23]1[CH2:24][CH2:25][N:26]([C:2]2[CH:3]=[CH:4][C:5]([N+:9]([O-:11])=[O:10])=[C:6]([CH:8]=2)[NH2:7])[CH2:27][CH2:28]1)[CH3:30].